From a dataset of Peptide-MHC class II binding affinity with 134,281 pairs from IEDB. Regression. Given a peptide amino acid sequence and an MHC pseudo amino acid sequence, predict their binding affinity value. This is MHC class II binding data. (1) The peptide sequence is GIFLSVAAGNEAENA. The MHC is DRB1_1501 with pseudo-sequence DRB1_1501. The binding affinity (normalized) is 0.499. (2) The peptide sequence is EKKYFAATQFEPLAH. The MHC is HLA-DQA10301-DQB10302 with pseudo-sequence HLA-DQA10301-DQB10302. The binding affinity (normalized) is 0.358.